Task: Predict the product of the given reaction.. Dataset: Forward reaction prediction with 1.9M reactions from USPTO patents (1976-2016) (1) Given the reactants [NH2:1][C:2]1[C:7]([OH:8])=[CH:6][CH:5]=[CH:4][C:3]=1[CH3:9].C(=O)([O-])[O-].[K+].[K+].Br[CH2:17][CH2:18]Br, predict the reaction product. The product is: [CH3:9][C:3]1[C:2]2[NH:1][CH2:17][CH2:18][O:8][C:7]=2[CH:6]=[CH:5][CH:4]=1. (2) Given the reactants C(OC([N:6]1[CH2:25][CH2:24][C:10]2[C:11]3[CH:12]([C:18]4[CH:19]=[N:20][CH:21]=[CH:22][CH:23]=4)[CH2:13][CH2:14][C:15]=3[CH:16]=[CH:17][C:9]=2[CH2:8][CH2:7]1)=O)C, predict the reaction product. The product is: [N:20]1[CH:21]=[CH:22][CH:23]=[C:18]([CH:12]2[C:11]3[C:10]4[CH2:24][CH2:25][NH:6][CH2:7][CH2:8][C:9]=4[CH:17]=[CH:16][C:15]=3[CH2:14][CH2:13]2)[CH:19]=1. (3) Given the reactants [CH:1]1([C:6]2[CH:37]=[CH:36][C:9]([CH2:10][O:11][C:12]3[CH:20]=[CH:19][C:18]4[N:17]5[CH2:21][CH2:22][CH:23]([CH2:24][C:25]([O:27]C(C)(C)C)=[O:26])[C:16]5=[C:15]([CH:32]5[CH2:35][CH2:34][CH2:33]5)[C:14]=4[CH:13]=3)=[CH:8][C:7]=2[C:38]([F:41])([F:40])[F:39])[CH2:5][CH2:4][CH2:3][CH2:2]1.NC(CS)C(O)=O, predict the reaction product. The product is: [CH:32]1([C:15]2[C:14]3[CH:13]=[C:12]([O:11][CH2:10][C:9]4[CH:36]=[CH:37][C:6]([CH:1]5[CH2:2][CH2:3][CH2:4][CH2:5]5)=[C:7]([C:38]([F:41])([F:40])[F:39])[CH:8]=4)[CH:20]=[CH:19][C:18]=3[N:17]3[CH2:21][CH2:22][CH:23]([CH2:24][C:25]([OH:27])=[O:26])[C:16]=23)[CH2:35][CH2:34][CH2:33]1. (4) Given the reactants [Cl:1][C:2]1[CH:7]=[C:6]([CH3:8])[C:5]([F:9])=[CH:4][C:3]=1B(O)O.I[C:14]1[N:19]=[C:18]([NH2:20])[N:17]=[C:16]([NH:21][CH3:22])[CH:15]=1, predict the reaction product. The product is: [Cl:1][C:2]1[CH:7]=[C:6]([CH3:8])[C:5]([F:9])=[CH:4][C:3]=1[C:14]1[N:19]=[C:18]([NH2:20])[N:17]=[C:16]([NH:21][CH3:22])[CH:15]=1. (5) The product is: [CH3:34][O:35][C:36](=[O:57])[C@@H:37]([NH:56][C:23]([NH:20][C:11]1[CH:12]=[C:13]([C:16]([F:17])([F:18])[F:19])[CH:14]=[CH:15][C:10]=1[S:7]([C:4]1[CH:3]=[CH:2][C:1]([CH3:21])=[CH:6][CH:5]=1)(=[O:9])=[O:8])=[O:22])[CH2:38][C:39]1[CH:44]=[CH:43][C:42]([NH:45][C:46](=[O:55])[C:47]2[C:48]([Cl:54])=[CH:49][CH:50]=[CH:51][C:52]=2[Cl:53])=[CH:41][CH:40]=1. Given the reactants [C:1]1([CH3:21])[CH:6]=[CH:5][C:4]([S:7]([C:10]2[CH:15]=[CH:14][C:13]([C:16]([F:19])([F:18])[F:17])=[CH:12][C:11]=2[NH2:20])(=[O:9])=[O:8])=[CH:3][CH:2]=1.[O:22]=[C:23](Cl)OC(Cl)(Cl)Cl.[N-]=C=O.Cl.[CH3:34][O:35][C:36](=[O:57])[C@@H:37]([NH2:56])[CH2:38][C:39]1[CH:44]=[CH:43][C:42]([NH:45][C:46](=[O:55])[C:47]2[C:52]([Cl:53])=[CH:51][CH:50]=[CH:49][C:48]=2[Cl:54])=[CH:41][CH:40]=1.C(N(CC)CC)C, predict the reaction product. (6) The product is: [CH:9](/[C:2]1[CH:3]=[C:4]([CH:7]=[O:8])[O:5][CH:6]=1)=[CH:10]/[CH3:11]. Given the reactants Br[C:2]1[CH:3]=[C:4]([CH:7]=[O:8])[O:5][CH:6]=1.[CH:9](/B(O)O)=[CH:10]/[CH3:11].ClC1C=CC(CC2C=C(C=O)SC=2)=CC=1, predict the reaction product. (7) Given the reactants C(=O)([O-])[O-].[Na+].[Na+].Cl.[CH2:8]([O:10][C:11](=[O:15])[CH2:12][CH2:13][NH2:14])[CH3:9].[CH2:16](Br)[C:17]1[CH:22]=[CH:21][CH:20]=[CH:19][CH:18]=1, predict the reaction product. The product is: [CH2:16]([N:14]([CH2:16][C:17]1[CH:22]=[CH:21][CH:20]=[CH:19][CH:18]=1)[CH2:13][CH2:12][C:11]([O:10][CH2:8][CH3:9])=[O:15])[C:17]1[CH:22]=[CH:21][CH:20]=[CH:19][CH:18]=1.